Task: Predict which catalyst facilitates the given reaction.. Dataset: Catalyst prediction with 721,799 reactions and 888 catalyst types from USPTO Reactant: [F:1][C:2]1[CH:7]=[CH:6][CH:5]=[CH:4][C:3]=1[CH2:8][C:9]([O:11]C)=O.[Li+].C[Si]([N-][Si](C)(C)C)(C)C.CCCCCC.[Cl:29][C:30]1[N:38]=[CH:37][CH:36]=[CH:35][C:31]=1C(Cl)=O.[Cl-].[NH4+].[Cl-].[Na+]. Product: [Cl:29][C:30]1[C:31]([C:9](=[O:11])[CH2:8][C:3]2[CH:4]=[CH:5][CH:6]=[CH:7][C:2]=2[F:1])=[CH:35][CH:36]=[CH:37][N:38]=1. The catalyst class is: 20.